This data is from Reaction yield outcomes from USPTO patents with 853,638 reactions. The task is: Predict the reaction yield, written as a fraction of the theoretical maximum amount of product (1.0 means a 100% yield; for example, 0.34 means a 34% yield). (1) The reactants are [CH:1]1([C:4]2[CH:8]=[C:7]([NH2:9])[NH:6][N:5]=2)[CH2:3][CH2:2]1.C([O-])([O-])=O.[K+].[K+].[CH3:16][C:17]([O:20][C:21](O[C:21]([O:20][C:17]([CH3:19])([CH3:18])[CH3:16])=[O:22])=[O:22])([CH3:19])[CH3:18]. The catalyst is C1COCC1. The product is [NH2:9][C:7]1[N:6]([C:21]([O:20][C:17]([CH3:19])([CH3:18])[CH3:16])=[O:22])[N:5]=[C:4]([CH:1]2[CH2:3][CH2:2]2)[CH:8]=1. The yield is 0.540. (2) The reactants are Br[C:2]1[CH:15]=[C:14]2[CH2:16][C:11]3[C:12]4[C:13]2=[C:4]([CH2:5][CH2:6][C:7]=4[CH:8]=[CH:9][CH:10]=3)[CH:3]=1.C1(Cl)C(Cl)=C(Cl)C(=O)C(=O)C=1Cl. The catalyst is C1(C)C(C)=CC=CC=1. The product is [CH:3]1[C:4]2[CH2:5][CH2:6][C:7]3[CH:8]=[CH:9][CH:10]=[C:11]4[CH2:16][C:14]([C:13]=2[C:12]=34)=[CH:15][CH:2]=1. The yield is 0.790. (3) The reactants are [CH2:1]([O:3][C:4](=[O:20])[CH2:5][NH:6][C:7]1[CH:12]=[C:11]([CH:13]2[CH2:18][CH2:17][CH2:16][NH:15][CH2:14]2)[CH:10]=[CH:9][C:8]=1[CH3:19])[CH3:2].CN(C)CCCN=C=NCC.[CH3:32][C:33]1[N:34]=[C:35]([C:41]2[CH:46]=[CH:45][C:44]([C:47]([F:50])([F:49])[F:48])=[CH:43][CH:42]=2)[S:36][C:37]=1[C:38](O)=[O:39]. The catalyst is C(Cl)Cl. The product is [CH2:1]([O:3][C:4](=[O:20])[CH2:5][NH:6][C:7]1[CH:12]=[C:11]([CH:13]2[CH2:18][CH2:17][CH2:16][N:15]([C:38]([C:37]3[S:36][C:35]([C:41]4[CH:42]=[CH:43][C:44]([C:47]([F:50])([F:48])[F:49])=[CH:45][CH:46]=4)=[N:34][C:33]=3[CH3:32])=[O:39])[CH2:14]2)[CH:10]=[CH:9][C:8]=1[CH3:19])[CH3:2]. The yield is 0.150. (4) The reactants are Br[C:2]1[C:7](=[O:8])[N:6]([CH2:9][C:10]2[CH:15]=[CH:14][C:13]([C:16]3[C:17]([C:22]#[N:23])=[CH:18][CH:19]=[CH:20][CH:21]=3)=[C:12]([F:24])[CH:11]=2)[C:5]([CH2:25][CH2:26][CH3:27])=[N:4][C:3]=1[CH3:28].[CH:29]([O:32][C:33]1[CH:38]=[CH:37][C:36](B(O)O)=[CH:35][CH:34]=1)([CH3:31])[CH3:30].C(=O)([O-])[O-].[Cs+].[Cs+].O1CCOCC1. The catalyst is C(OCC)(=O)C.C1C=CC(P(C2C=CC=CC=2)[C-]2C=CC=C2)=CC=1.C1C=CC(P(C2C=CC=CC=2)[C-]2C=CC=C2)=CC=1.Cl[Pd]Cl.[Fe+2].ClCCl. The product is [F:24][C:12]1[CH:11]=[C:10]([CH2:9][N:6]2[C:7](=[O:8])[C:2]([C:36]3[CH:37]=[CH:38][C:33]([O:32][CH:29]([CH3:31])[CH3:30])=[CH:34][CH:35]=3)=[C:3]([CH3:28])[N:4]=[C:5]2[CH2:25][CH2:26][CH3:27])[CH:15]=[CH:14][C:13]=1[C:16]1[C:17]([C:22]#[N:23])=[CH:18][CH:19]=[CH:20][CH:21]=1. The yield is 0.990.